This data is from Full USPTO retrosynthesis dataset with 1.9M reactions from patents (1976-2016). The task is: Predict the reactants needed to synthesize the given product. (1) Given the product [CH2:24]([O:26][C:27]([C:29]1([C:32]2[CH:37]=[CH:36][C:35]([C:2]3[CH:7]=[CH:6][C:5]([C:8]4[O:12][N:11]=[C:10]([CH3:13])[C:9]=4[CH2:14][O:15][C:16](=[O:23])[NH:17][CH:18]4[CH2:22][CH2:21][CH2:20][CH2:19]4)=[CH:4][CH:3]=3)=[CH:34][CH:33]=2)[CH2:30][CH2:31]1)=[O:28])[CH3:25], predict the reactants needed to synthesize it. The reactants are: Br[C:2]1[CH:7]=[CH:6][C:5]([C:8]2[O:12][N:11]=[C:10]([CH3:13])[C:9]=2[CH2:14][O:15][C:16](=[O:23])[NH:17][CH:18]2[CH2:22][CH2:21][CH2:20][CH2:19]2)=[CH:4][CH:3]=1.[CH2:24]([O:26][C:27]([C:29]1([C:32]2[CH:37]=[CH:36][C:35](B3OC(C)(C)C(C)(C)O3)=[CH:34][CH:33]=2)[CH2:31][CH2:30]1)=[O:28])[CH3:25]. (2) The reactants are: Br[C:2]1[N:7]2[CH:8]=[N:9][CH:10]=[C:6]2[C:5](=[O:11])[N:4]([CH3:12])[CH:3]=1.[CH3:13][S:14]([C:17]1[CH:18]=[C:19](B(O)O)[CH:20]=[CH:21][CH:22]=1)(=[O:16])=[O:15].C([O-])([O-])=O.[Na+].[Na+]. Given the product [CH3:12][N:4]1[CH:3]=[C:2]([C:21]2[CH:20]=[CH:19][CH:18]=[C:17]([S:14]([CH3:13])(=[O:16])=[O:15])[CH:22]=2)[N:7]2[CH:8]=[N:9][CH:10]=[C:6]2[C:5]1=[O:11], predict the reactants needed to synthesize it. (3) Given the product [Cl:12][C:13]1[CH:14]=[C:15]2[C:16](=[CH:17][CH:18]=1)[C:19]1([CH2:22][CH2:21][CH2:20]1)[C:23](=[O:24])[C:29]([C:30]([O:32][CH2:33][CH3:34])=[O:31])=[C:28]2[OH:9], predict the reactants needed to synthesize it. The reactants are: C(=N[OH:9])C1C=CC=CC=1.[H-].[Na+].[Cl:12][C:13]1[CH:18]=[CH:17][C:16]([C:19]2([C:23](OCC)=[O:24])[CH2:22][CH2:21][CH2:20]2)=[C:15]([C:28]#[C:29][C:30]([O:32][CH2:33][CH3:34])=[O:31])[CH:14]=1. (4) The reactants are: Br[CH2:2][CH2:3][O:4][C:5]1[CH:10]=[CH:9][C:8]([CH2:11][C@H:12]([NH:17][C:18]([O:20][C:21]([CH3:24])([CH3:23])[CH3:22])=[O:19])[C:13]([O:15][CH3:16])=[O:14])=[CH:7][CH:6]=1.[N-:25]=[N+:26]=[N-:27].[Na+]. Given the product [N:25]([CH2:2][CH2:3][O:4][C:5]1[CH:10]=[CH:9][C:8]([CH2:11][C@H:12]([NH:17][C:18]([O:20][C:21]([CH3:24])([CH3:23])[CH3:22])=[O:19])[C:13]([O:15][CH3:16])=[O:14])=[CH:7][CH:6]=1)=[N+:26]=[N-:27], predict the reactants needed to synthesize it. (5) Given the product [N:1]1([C:7](=[O:23])[C@@H:8]([NH2:15])[CH2:9][C:10]2[S:11][CH:12]=[CH:13][CH:14]=2)[CH2:6][CH2:5][O:4][CH2:3][CH2:2]1, predict the reactants needed to synthesize it. The reactants are: [N:1]1([C:7](=[O:23])[C@@H:8]([NH:15]C(=O)OC(C)(C)C)[CH2:9][C:10]2[S:11][CH:12]=[CH:13][CH:14]=2)[CH2:6][CH2:5][O:4][CH2:3][CH2:2]1.Cl.